Dataset: Reaction yield outcomes from USPTO patents with 853,638 reactions. Task: Predict the reaction yield, written as a fraction of the theoretical maximum amount of product (1.0 means a 100% yield; for example, 0.34 means a 34% yield). The reactants are C1C2C(COC([NH:18][CH2:19][CH2:20][CH2:21][N:22]([CH3:49])[C:23]([CH2:25][CH2:26][N:27]3[CH2:32][CH2:31][CH:30]([O:33][C:34](=[O:48])[NH:35][C:36]4[CH:41]=[CH:40][CH:39]=[CH:38][C:37]=4[C:42]4[CH:47]=[CH:46][CH:45]=[CH:44][CH:43]=4)[CH2:29][CH2:28]3)=[O:24])=O)C3C(=CC=CC=3)C=2C=CC=1.N1CCCCC1. The catalyst is C(Cl)Cl. The product is [NH2:18][CH2:19][CH2:20][CH2:21][N:22]([CH3:49])[C:23]([CH2:25][CH2:26][N:27]1[CH2:28][CH2:29][CH:30]([O:33][C:34](=[O:48])[NH:35][C:36]2[CH:41]=[CH:40][CH:39]=[CH:38][C:37]=2[C:42]2[CH:43]=[CH:44][CH:45]=[CH:46][CH:47]=2)[CH2:31][CH2:32]1)=[O:24]. The yield is 0.660.